This data is from Catalyst prediction with 721,799 reactions and 888 catalyst types from USPTO. The task is: Predict which catalyst facilitates the given reaction. (1) Reactant: Br[C:2]1[C:3]([C:16]2[CH:21]=[CH:20][CH:19]=[CH:18][CH:17]=2)=[N:4][C:5]2[C:10]([N:11]=1)=[CH:9][C:8]([C:12]([O:14][CH3:15])=[O:13])=[CH:7][CH:6]=2.[CH3:22][N:23]1[CH2:29][CH2:28][CH2:27][NH:26][CH2:25][CH2:24]1.CCN(C(C)C)C(C)C. Product: [CH3:22][N:23]1[CH2:29][CH2:28][CH2:27][N:26]([C:2]2[C:3]([C:16]3[CH:21]=[CH:20][CH:19]=[CH:18][CH:17]=3)=[N:4][C:5]3[C:10]([N:11]=2)=[CH:9][C:8]([C:12]([O:14][CH3:15])=[O:13])=[CH:7][CH:6]=3)[CH2:25][CH2:24]1. The catalyst class is: 9. (2) Reactant: Br.[CH3:2][O:3][C:4]1[CH:5]=[C:6]2[C:11](=[C:12]([NH2:14])[CH:13]=1)[N:10]=[CH:9][CH:8]=[CH:7]2.[C:15]([OH:19])(=[O:18])[CH:16]=[CH2:17].C(N(CC)CC)C.[OH-].[Na+]. Product: [CH3:2][O:3][C:4]1[CH:5]=[C:6]2[C:11](=[C:12]([NH:14][CH2:17][CH2:16][C:15]([OH:19])=[O:18])[CH:13]=1)[N:10]=[CH:9][CH:8]=[CH:7]2. The catalyst class is: 11.